From a dataset of Forward reaction prediction with 1.9M reactions from USPTO patents (1976-2016). Predict the product of the given reaction. Given the reactants [CH3:1][C:2]1[CH:9]=[CH:8][C:5]([CH:6]=O)=[CH:4][CH:3]=1.Cl.[S:11]([C:15]1[CH:20]=[CH:19][C:18]([NH:21][NH2:22])=[CH:17][CH:16]=1)(=[O:14])(=[O:13])[NH2:12], predict the reaction product. The product is: [S:11]([C:15]1[CH:16]=[CH:17][C:18]([NH:21][N:22]=[CH:6][C:5]2[CH:8]=[CH:9][C:2]([CH3:1])=[CH:3][CH:4]=2)=[CH:19][CH:20]=1)(=[O:14])(=[O:13])[NH2:12].